This data is from Reaction yield outcomes from USPTO patents with 853,638 reactions. The task is: Predict the reaction yield, written as a fraction of the theoretical maximum amount of product (1.0 means a 100% yield; for example, 0.34 means a 34% yield). (1) The reactants are [Cl:1][C:2]1[CH:7]=[CH:6][C:5]([NH:8][C:9]2[C:10]([C:19]([NH:21][NH2:22])=[O:20])=[CH:11][C:12]3[NH:16][CH:15]=[N:14][C:13]=3[C:17]=2[F:18])=[C:4]([CH3:23])[CH:3]=1.[CH:24](OCC)(OCC)OCC.CC1C=CC(S(O)(=O)=O)=CC=1.O. The catalyst is CCO. The product is [Cl:1][C:2]1[CH:7]=[CH:6][C:5]([NH:8][C:9]2[C:10]([C:19]3[O:20][CH:24]=[N:22][N:21]=3)=[CH:11][C:12]3[NH:16][CH:15]=[N:14][C:13]=3[C:17]=2[F:18])=[C:4]([CH3:23])[CH:3]=1. The yield is 0.730. (2) The catalyst is C1COCC1.[Cl-].[Cl-].[Zn+2]. The product is [CH2:23]([O:22][C:20](=[O:21])[CH:19]([CH:25]([C:26]1[CH:27]=[CH:28][CH:29]=[CH:30][CH:31]=1)[C:3]1[C:4]2[C:5](=[CH:6][N:7]=[CH:8][CH:9]=2)[NH:1][CH:2]=1)[C:18]([O:17][CH2:15][CH3:16])=[O:32])[CH3:24]. The yield is 0.180. The reactants are [NH:1]1[C:5]2=[CH:6][N:7]=[CH:8][CH:9]=[C:4]2[CH:3]=[CH:2]1.C([Mg]Cl)(C)C.[CH2:15]([O:17][C:18](=[O:32])[C:19](=[CH:25][C:26]1[CH:31]=[CH:30][CH:29]=[CH:28][CH:27]=1)[C:20]([O:22][CH2:23][CH3:24])=[O:21])[CH3:16]. (3) The catalyst is C1COCC1. The reactants are [H-].[Na+].[CH2:3]([OH:10])[C:4]1[CH:9]=[CH:8][CH:7]=[CH:6][CH:5]=1.[Br:11][C:12]1[CH:17]=[C:16](F)[CH:15]=[C:14]([F:19])[CH:13]=1.O. The product is [Br:11][C:12]1[CH:17]=[C:16]([O:10][CH2:3][C:4]2[CH:9]=[CH:8][CH:7]=[CH:6][CH:5]=2)[CH:15]=[C:14]([F:19])[CH:13]=1. The yield is 0.980. (4) The reactants are [N+:1]([C:4]1[CH:9]=[CH:8][C:7]([O:10]N)=[CH:6][CH:5]=1)([O-:3])=[O:2].[CH3:12][O:13][C:14]1[CH:19]=[CH:18][C:17]([C:20](=[O:28])[CH2:21][C:22](=O)[CH2:23][CH2:24][CH2:25][CH3:26])=[CH:16][CH:15]=1. The catalyst is C(O)(=O)C. The product is [CH2:23]([C:22]1[O:10][C:7]2[CH:8]=[CH:9][C:4]([N+:1]([O-:3])=[O:2])=[CH:5][C:6]=2[C:21]=1[C:20](=[O:28])[C:17]1[CH:18]=[CH:19][C:14]([O:13][CH3:12])=[CH:15][CH:16]=1)[CH2:24][CH2:25][CH3:26]. The yield is 0.700. (5) The reactants are Br[C:2]1[CH:10]=[C:9]2[C:5]([CH:6]=[N:7][NH:8]2)=[CH:4][CH:3]=1.[CH2:11]([Sn](CCCC)(CCCC)C=C)[CH2:12]CC. The catalyst is C1(C)C=CC=CC=1.COCCOC.C(OCC)(=O)C.Cl[Pd](Cl)([P](C1C=CC=CC=1)(C1C=CC=CC=1)C1C=CC=CC=1)[P](C1C=CC=CC=1)(C1C=CC=CC=1)C1C=CC=CC=1. The product is [CH:11]([C:2]1[CH:10]=[C:9]2[C:5]([CH:6]=[N:7][NH:8]2)=[CH:4][CH:3]=1)=[CH2:12]. The yield is 0.600. (6) The reactants are [CH:1]1([O:5][CH2:6][C:7]([CH:13]2[CH2:18][CH2:17][CH2:16][CH2:15][CH2:14]2)([CH2:10][O:11][CH3:12])[CH2:8][OH:9])[CH2:4][CH2:3][CH2:2]1.[H-].[Na+].CI.[CH3:23]CCCCC.C(OCC)(=O)C. The catalyst is C1COCC1. The product is [CH:1]1([O:5][CH2:6][C:7]([CH:13]2[CH2:14][CH2:15][CH2:16][CH2:17][CH2:18]2)([CH2:8][O:9][CH3:23])[CH2:10][O:11][CH3:12])[CH2:2][CH2:3][CH2:4]1. The yield is 0.890.